From a dataset of Catalyst prediction with 721,799 reactions and 888 catalyst types from USPTO. Predict which catalyst facilitates the given reaction. (1) Reactant: [CH3:1][O:2][C:3]1[CH:4]=[C:5]([C:11]2[N:12]=[C:13]([NH:16][C:17]3[N:18]=[CH:19][C:20]4[C:25]([CH:26]=3)=[CH:24][CH:23]=[CH:22][CH:21]=4)[S:14][CH:15]=2)[CH:6]=[CH:7][C:8]=1[O:9][CH3:10].[H-].[Na+].[CH3:29]I. Product: [CH3:1][O:2][C:3]1[CH:4]=[C:5]([C:11]2[N:12]=[C:13]([N:16]([C:17]3[N:18]=[CH:19][C:20]4[C:25]([CH:26]=3)=[CH:24][CH:23]=[CH:22][CH:21]=4)[CH3:29])[S:14][CH:15]=2)[CH:6]=[CH:7][C:8]=1[O:9][CH3:10]. The catalyst class is: 1. (2) Reactant: [Cl:1][CH2:2][C:3](Cl)=[O:4].C(=O)([O-])[O-].[K+].[K+].[NH:12]1[CH2:17][CH2:16][CH2:15][CH2:14][CH2:13]1. Product: [Cl:1][CH2:2][C:3]([N:12]1[CH2:17][CH2:16][CH2:15][CH2:14][CH2:13]1)=[O:4]. The catalyst class is: 20. (3) Reactant: NC1C=CNC=1C(OCC)=O.FC(F)(F)[C:14]1[CH:15]=[CH:16][C:17]2[N:21]=[C:20]([S:22]C3OC(C=O)=CC=3)[NH:19][C:18]=2[CH:30]=1.C1(=O)CCCC(=O)C1. Product: [SH:22][C:20]1[NH:19][C:18]2[CH:30]=[CH:14][CH:15]=[CH:16][C:17]=2[N:21]=1. The catalyst class is: 8. (4) Reactant: Br[C:2]1[CH:20]=[CH:19][C:5]([O:6][CH2:7][CH:8]2[CH2:13][CH2:12][N:11]([CH2:14][C:15]([F:18])([CH3:17])[CH3:16])[CH2:10][CH2:9]2)=[CH:4][CH:3]=1.[F:21][C:22]1[CH:27]=[C:26]([C:28]([O:30][CH3:31])=[O:29])[CH:25]=[CH:24][C:23]=1B(O)O.C([O-])([O-])=O.[Cs+].[Cs+]. Product: [F:21][C:22]1[CH:27]=[C:26]([C:28]([O:30][CH3:31])=[O:29])[CH:25]=[CH:24][C:23]=1[C:2]1[CH:20]=[CH:19][C:5]([O:6][CH2:7][CH:8]2[CH2:13][CH2:12][N:11]([CH2:14][C:15]([F:18])([CH3:17])[CH3:16])[CH2:10][CH2:9]2)=[CH:4][CH:3]=1. The catalyst class is: 263. (5) Reactant: [OH:1][C:2]1[CH:11]=[CH:10][C:5]2[C:6](=[O:9])[CH2:7][O:8][C:4]=2[C:3]=1[CH2:12][N:13]1[CH2:18][CH2:17][NH:16][C:15](=[O:19])[CH2:14]1.[NH:20]1[C:28]2[C:23](=[CH:24][CH:25]=[CH:26][N:27]=2)[C:22]([CH:29]=O)=[CH:21]1.N1CCCCC1. Product: [NH:20]1[C:28]2=[N:27][CH:26]=[CH:25][CH:24]=[C:23]2[C:22](/[CH:29]=[C:7]2\[O:8][C:4]3[C:3]([CH2:12][N:13]4[CH2:18][CH2:17][NH:16][C:15](=[O:19])[CH2:14]4)=[C:2]([OH:1])[CH:11]=[CH:10][C:5]=3[C:6]\2=[O:9])=[CH:21]1. The catalyst class is: 32. (6) Reactant: Cl[C:2]1[N:7]2[CH:8]=[CH:9][N:10]=[C:6]2[C:5]([C:11]([O:13][CH3:14])=[O:12])=[CH:4][CH:3]=1.C([Sn](CCCC)(CCCC)[CH2:20][O:21][CH2:22][O:23][CH3:24])CCC. Product: [CH3:20][O:21][CH2:22][O:23][CH2:24][C:2]1[N:7]2[CH:8]=[CH:9][N:10]=[C:6]2[C:5]([C:11]([O:13][CH3:14])=[O:12])=[CH:4][CH:3]=1. The catalyst class is: 11. (7) Reactant: [CH2:1]([O:3][C:4]([N:6]=[C:7]=[S:8])=[O:5])[CH3:2].[NH2:9][C:10]1[CH:15]=[C:14]([Cl:16])[CH:13]=[CH:12][N:11]=1. Product: [Cl:16][C:14]1[CH:13]=[CH:12][N:11]=[C:10]([NH:9][C:7]([NH:6][C:4](=[O:5])[O:3][CH2:1][CH3:2])=[S:8])[CH:15]=1. The catalyst class is: 12. (8) Reactant: Br[C:2]1[S:3][CH:4]=[CH:5][C:6]=1[C:7]1[CH:12]=[CH:11][CH:10]=[CH:9][C:8]=1[O:13][CH2:14][CH2:15][O:16][CH2:17][CH2:18][O:19][CH3:20].C([Sn](CCCC)(CCCC)[C:26]1[S:27][CH:28]=[C:29]2[C:34]=1[O:33][CH2:32][CH2:31][O:30]2)CCC. Product: [CH3:20][O:19][CH2:18][CH2:17][O:16][CH2:15][CH2:14][O:13][C:8]1[CH:9]=[CH:10][CH:11]=[CH:12][C:7]=1[C:6]1[CH:5]=[CH:4][S:3][C:2]=1[C:26]1[S:27][CH:28]=[C:29]2[C:34]=1[O:33][CH2:32][CH2:31][O:30]2. The catalyst class is: 1. (9) Product: [CH3:7][O:6][C:4]([C@:3]([NH:2][C:25](=[O:26])[O:36][CH2:37][C:38]1[CH:43]=[CH:42][N:41]=[CH:40][CH:39]=1)([CH3:15])[CH2:8][C:9]1[CH:14]=[CH:13][CH:12]=[CH:11][CH:10]=1)=[O:5]. The catalyst class is: 239. Reactant: Cl.[NH2:2][C@@:3]([CH3:15])([CH2:8][C:9]1[CH:14]=[CH:13][CH:12]=[CH:11][CH:10]=1)[C:4]([O:6][CH3:7])=[O:5].CCN(C(C)C)C(C)C.[C:25](=O)([O:36][CH2:37][C:38]1[CH:43]=[CH:42][N:41]=[CH:40][CH:39]=1)[O:26]C1C=CC([N+]([O-])=O)=CC=1.